This data is from Reaction yield outcomes from USPTO patents with 853,638 reactions. The task is: Predict the reaction yield, written as a fraction of the theoretical maximum amount of product (1.0 means a 100% yield; for example, 0.34 means a 34% yield). (1) The catalyst is CN(C=O)C. The product is [CH2:1]([O:3][C:4]([C:6]1[CH:7]=[C:8]2[C:13](=[CH:14][CH:15]=1)[C:12]([Br:16])=[N:11][N:10]([CH:21]([CH3:24])[CH3:22])[C:9]2=[O:17])=[O:5])[CH3:2]. The reactants are [CH2:1]([O:3][C:4]([C:6]1[CH:7]=[C:8]2[C:13](=[CH:14][CH:15]=1)[C:12]([Br:16])=[N:11][NH:10][C:9]2=[O:17])=[O:5])[CH3:2].[H-].[Na+].Br[CH:21]([CH3:24])[CH2:22]O. The yield is 0.340. (2) The reactants are [CH3:1][C:2]1[CH:20]=[CH:19][C:5]([C:6]([NH:8][C:9]2[S:10][C:11]3[CH:17]=[C:16]([CH3:18])[CH:15]=[CH:14][C:12]=3[N:13]=2)=[O:7])=[CH:4][CH:3]=1.C(=O)([O-])[O-].[K+].[K+].Br[CH:28]([CH2:34][CH3:35])[C:29]([O:31][CH2:32][CH3:33])=[O:30]. The catalyst is CN(C)C=O. The product is [CH3:1][C:2]1[CH:3]=[CH:4][C:5]([C:6]([N:8]=[C:9]2[N:13]([CH:28]([CH2:34][CH3:35])[C:29]([O:31][CH2:32][CH3:33])=[O:30])[C:12]3[CH:14]=[CH:15][C:16]([CH3:18])=[CH:17][C:11]=3[S:10]2)=[O:7])=[CH:19][CH:20]=1. The yield is 0.760. (3) The product is [Cl:28][C:25]1[CH:24]=[CH:23][C:22]([NH:21][C:20]([N:14]2[CH2:15][C@H:16]([O:18][CH3:19])[CH2:17][C@@H:13]2[C:11]([NH:10][C:7]2[CH:8]=[CH:9][C:4]([C:3]([OH:30])=[O:2])=[CH:5][CH:6]=2)=[O:12])=[O:29])=[CH:27][CH:26]=1. The reactants are C[O:2][C:3](=[O:30])[C:4]1[CH:9]=[CH:8][C:7]([NH:10][C:11]([C@H:13]2[CH2:17][C@@H:16]([O:18][CH3:19])[CH2:15][N:14]2[C:20](=[O:29])[NH:21][C:22]2[CH:27]=[CH:26][C:25]([Cl:28])=[CH:24][CH:23]=2)=[O:12])=[CH:6][CH:5]=1.C[Si](C)(C)[O-].[K+]. The catalyst is C1COCC1. The yield is 1.00.